Dataset: Full USPTO retrosynthesis dataset with 1.9M reactions from patents (1976-2016). Task: Predict the reactants needed to synthesize the given product. (1) Given the product [CH3:25][O:26][C:27]([C:29]1[C:34]([S:35][C:2]2[S:6][C:5]([NH:7][C:8]([NH:10][C:11]3[CH:16]=[CH:15][C:14]([CH3:17])=[CH:13][C:12]=3[C:18]([CH:20]3[CH2:24][CH2:23][CH2:22][CH2:21]3)=[O:19])=[O:9])=[N:4][CH:3]=2)=[CH:33][CH:32]=[CH:31][N:30]=1)=[O:28], predict the reactants needed to synthesize it. The reactants are: Br[C:2]1[S:6][C:5]([NH:7][C:8]([NH:10][C:11]2[CH:16]=[CH:15][C:14]([CH3:17])=[CH:13][C:12]=2[C:18]([CH:20]2[CH2:24][CH2:23][CH2:22][CH2:21]2)=[O:19])=[O:9])=[N:4][CH:3]=1.[CH3:25][O:26][C:27]([C:29]1[C:34]([SH:35])=[CH:33][CH:32]=[CH:31][N:30]=1)=[O:28]. (2) Given the product [C:1]([O:5][C:6](=[O:18])[NH:7][C@H:8]([C:11]1[CH:16]=[CH:15][C:14]([O:17][CH2:19][CH:20]([CH3:21])[CH2:23][CH2:24][CH3:25])=[CH:13][CH:12]=1)[CH2:9][OH:10])([CH3:4])([CH3:2])[CH3:3], predict the reactants needed to synthesize it. The reactants are: [C:1]([O:5][C:6](=[O:18])[NH:7][C@H:8]([C:11]1[CH:16]=[CH:15][C:14]([OH:17])=[CH:13][CH:12]=1)[CH2:9][OH:10])([CH3:4])([CH3:3])[CH3:2].[CH3:19][CH:20]([CH2:23][CH2:24][CH3:25])[CH2:21]Br.C([O-])([O-])=O.[Cs+].[Cs+].[NH4+].[Cl-]. (3) Given the product [CH3:3][C:4]1([CH3:11])[CH2:9][CH:8]([C:14]([O:13][CH3:12])=[O:15])[C:7](=[O:10])[CH2:6][CH2:5]1, predict the reactants needed to synthesize it. The reactants are: [H-].[Na+].[CH3:3][C:4]1([CH3:11])[CH2:9][CH2:8][C:7](=[O:10])[CH2:6][CH2:5]1.[CH3:12][O:13][C:14](=O)[O:15]C.Cl. (4) Given the product [Br:1][C:2]1[CH:9]=[CH:8][C:5]([C:6]2[S:14][C:13]([NH2:15])=[N:12][N:7]=2)=[C:4]([F:10])[CH:3]=1, predict the reactants needed to synthesize it. The reactants are: [Br:1][C:2]1[CH:9]=[CH:8][C:5]([C:6]#[N:7])=[C:4]([F:10])[CH:3]=1.N[NH:12][C:13]([NH2:15])=[S:14]. (5) The reactants are: [Cl:1][C:2]1[CH:11]=[CH:10][C:5]([C:6]([O:8]C)=O)=[CH:4][C:3]=1[O:12][CH3:13].[Cl:14][C:15]1[N:20]=[C:19]([CH3:21])[CH:18]=[CH:17][N:16]=1. Given the product [Cl:1][C:2]1[CH:11]=[CH:10][C:5]([C:6](=[O:8])[CH2:21][C:19]2[CH:18]=[CH:17][N:16]=[C:15]([Cl:14])[N:20]=2)=[CH:4][C:3]=1[O:12][CH3:13], predict the reactants needed to synthesize it. (6) Given the product [CH2:1]([C:5]1=[CH:6][N:7]([C:23]([CH3:25])([CH3:24])[CH3:26])[S:8]/[C:9]/1=[N:10]\[C:11](=[O:22])[C:12]1[CH:17]=[C:16]([CH:15]=[CH:14][C:13]=1[O:20][CH3:21])[C:18]([NH2:19])=[O:28])[CH2:2][CH2:3][CH3:4], predict the reactants needed to synthesize it. The reactants are: [CH2:1]([C:5]1=[CH:6][N:7]([C:23]([CH3:26])([CH3:25])[CH3:24])[S:8]/[C:9]/1=[N:10]\[C:11](=[O:22])[C:12]1[CH:17]=[C:16]([C:18]#[N:19])[CH:15]=[CH:14][C:13]=1[O:20][CH3:21])[CH2:2][CH2:3][CH3:4].S(=O)(=O)(O)[OH:28].C([O-])([O-])=O.[Na+].[Na+]. (7) Given the product [Cl:23][C:15]1[CH:16]=[C:17]([N+:20]([O-:22])=[O:21])[CH:18]=[CH:19][C:14]=1[O:6][CH2:5][C:4]1[CH:7]=[CH:8][CH:9]=[C:2]([F:1])[CH:3]=1, predict the reactants needed to synthesize it. The reactants are: [F:1][C:2]1[CH:3]=[C:4]([CH:7]=[CH:8][CH:9]=1)[CH2:5][OH:6].[OH-].[K+].O.Cl[C:14]1[CH:19]=[CH:18][C:17]([N+:20]([O-:22])=[O:21])=[CH:16][C:15]=1[Cl:23]. (8) Given the product [OH:8][C:9]1[CH:10]=[C:11]([C:17]2[O:18][CH:19]=[C:20]([CH2:22][CH2:23][C:24]([C:26]3[CH:31]=[CH:30][CH:29]=[CH:28][C:27]=3[O:32][CH:33]([CH3:35])[CH3:34])=[O:25])[N:21]=2)[CH:12]=[CH:13][C:14]=1[O:15][CH3:16], predict the reactants needed to synthesize it. The reactants are: C([O:8][C:9]1[CH:10]=[C:11]([C:17]2[O:18][CH:19]=[C:20]([CH2:22][CH2:23][C:24]([C:26]3[CH:31]=[CH:30][CH:29]=[CH:28][C:27]=3[O:32][CH:33]([CH3:35])[CH3:34])=[O:25])[N:21]=2)[CH:12]=[CH:13][C:14]=1[O:15][CH3:16])C1C=CC=CC=1. (9) Given the product [CH3:1][O:2][C:3](=[O:22])[C@H:4]([NH:8][S:9]([C:12]1[CH:21]=[CH:20][C:15]2[N:16]=[C:17]([S:35][C:29]3[CH:34]=[CH:33][CH:32]=[CH:31][CH:30]=3)[S:18][C:14]=2[CH:13]=1)(=[O:11])=[O:10])[CH:5]([CH3:7])[CH3:6], predict the reactants needed to synthesize it. The reactants are: [CH3:1][O:2][C:3](=[O:22])[C@H:4]([NH:8][S:9]([C:12]1[CH:21]=[CH:20][C:15]2[N:16]=[C:17](Cl)[S:18][C:14]=2[CH:13]=1)(=[O:11])=[O:10])[CH:5]([CH3:7])[CH3:6].C([O-])([O-])=O.[K+].[K+].[C:29]1([SH:35])[CH:34]=[CH:33][CH:32]=[CH:31][CH:30]=1.O.C(OC(=O)C)C.